This data is from Catalyst prediction with 721,799 reactions and 888 catalyst types from USPTO. The task is: Predict which catalyst facilitates the given reaction. (1) Reactant: [H-].[H-].[H-].[H-].[Li+].[Al+3].[CH2:7]([N:14]1[CH2:19][CH2:18][C:17]([CH2:26][C:27](OCC)=[O:28])([CH2:20][C:21](OCC)=[O:22])[CH2:16][CH2:15]1)[C:8]1[CH:13]=[CH:12][CH:11]=[CH:10][CH:9]=1. Product: [CH2:7]([N:14]1[CH2:19][CH2:18][C:17]([CH2:20][CH2:21][OH:22])([CH2:26][CH2:27][OH:28])[CH2:16][CH2:15]1)[C:8]1[CH:9]=[CH:10][CH:11]=[CH:12][CH:13]=1. The catalyst class is: 1. (2) Reactant: [CH2:1]([O:5][C:6]([C:8]1[N:9]=[C:10](O)[C:11]2[C:16]([C:17]=1[OH:18])=[CH:15][C:14]([O:19][C:20]1[CH:34]=[CH:33][C:23]3[N:24]=[C:25]([N:27]4[CH2:32][CH2:31][O:30][CH2:29][CH2:28]4)[S:26][C:22]=3[CH:21]=1)=[CH:13][CH:12]=2)=[O:7])[CH2:2][CH2:3][CH3:4].C(OC(C1N=C(O)C2C(C=1O)=CC=C(OC1C=CC3N=C(N4CCOCC4)SC=3C=1)C=2)=O)CCC.P(Cl)(Cl)([Cl:73])=O.C(=O)(O)[O-].[Na+]. Product: [CH2:1]([O:5][C:6]([C:8]1[N:9]=[C:10]([Cl:73])[C:11]2[C:16]([C:17]=1[OH:18])=[CH:15][C:14]([O:19][C:20]1[CH:34]=[CH:33][C:23]3[N:24]=[C:25]([N:27]4[CH2:32][CH2:31][O:30][CH2:29][CH2:28]4)[S:26][C:22]=3[CH:21]=1)=[CH:13][CH:12]=2)=[O:7])[CH2:2][CH2:3][CH3:4]. The catalyst class is: 68. (3) Reactant: [N:1]1[CH:2]=[CH:3][N:4]2[CH:9]=[C:8]([C:10]([NH:12][CH2:13][C:14]3[CH:19]=[CH:18][C:17]([S:20](Cl)(=[O:22])=[O:21])=[CH:16][CH:15]=3)=[O:11])[CH:7]=[CH:6][C:5]=12.Cl.[N:25]1([CH:30]2[CH2:35][CH2:34][NH:33][CH2:32][CH2:31]2)[CH2:29][CH2:28][CH2:27][CH2:26]1.C(N(CC)CC)C. Product: [N:25]1([CH:30]2[CH2:35][CH2:34][N:33]([S:20]([C:17]3[CH:18]=[CH:19][C:14]([CH2:13][NH:12][C:10]([C:8]4[CH:7]=[CH:6][C:5]5[N:4]([CH:3]=[CH:2][N:1]=5)[CH:9]=4)=[O:11])=[CH:15][CH:16]=3)(=[O:22])=[O:21])[CH2:32][CH2:31]2)[CH2:29][CH2:28][CH2:27][CH2:26]1. The catalyst class is: 2. (4) Reactant: [NH2:1][C:2]1[CH:3]=[CH:4][C:5]([C:18]([N:20]([CH2:26][CH2:27][CH:28]([CH3:30])[CH3:29])[CH2:21][CH2:22][CH:23]([CH3:25])[CH3:24])=[O:19])=[N:6][C:7]=1[NH:8][CH2:9][CH2:10][CH2:11][N:12]1[CH2:17][CH2:16][O:15][CH2:14][CH2:13]1.[N:31]([C:34]1[CH:39]=[CH:38][C:37]([O:40][CH3:41])=[CH:36][CH:35]=1)=[C:32]=S.C1(N=C=NC2CCCCC2)CCCCC1.Cl. Product: [CH2:21]([N:20]([CH2:26][CH2:27][CH:28]([CH3:30])[CH3:29])[C:18]([C:5]1[N:6]=[C:7]2[N:8]([CH2:9][CH2:10][CH2:11][N:12]3[CH2:17][CH2:16][O:15][CH2:14][CH2:13]3)[C:32]([NH:31][C:34]3[CH:39]=[CH:38][C:37]([O:40][CH3:41])=[CH:36][CH:35]=3)=[N:1][C:2]2=[CH:3][CH:4]=1)=[O:19])[CH2:22][CH:23]([CH3:25])[CH3:24]. The catalyst class is: 56.